From a dataset of Full USPTO retrosynthesis dataset with 1.9M reactions from patents (1976-2016). Predict the reactants needed to synthesize the given product. (1) The reactants are: C([O:3][C:4](=O)[CH2:5][N:6]([CH:20]([CH3:22])[CH3:21])[C:7]1[C:16]([N+:17]([O-])=O)=[CH:15][C:10]([C:11]([O:13][CH3:14])=[O:12])=[CH:9][N:8]=1)C.P(OC1C=CC=CC=1)(OC1C=CC=CC=1)OC1C=CC=CC=1.[H][H]. Given the product [CH:20]([N:6]1[CH2:5][C:4](=[O:3])[NH:17][C:16]2[CH:15]=[C:10]([C:11]([O:13][CH3:14])=[O:12])[CH:9]=[N:8][C:7]1=2)([CH3:22])[CH3:21], predict the reactants needed to synthesize it. (2) Given the product [CH3:1][O:2][C:3]([C:5]1[CH:14]=[C:13]([OH:15])[C:12]2[C:7](=[C:8]([O:17][CH3:18])[CH:9]=[C:10]([C:27]3[CH:32]=[CH:31][CH:30]=[CH:29][CH:28]=3)[CH:11]=2)[N:6]=1)=[O:4], predict the reactants needed to synthesize it. The reactants are: [CH3:1][O:2][C:3]([C:5]1[CH:14]=[C:13]([OH:15])[C:12]2[C:7](=[C:8]([O:17][CH2:18]C3C=CC=CC=3)[CH:9]=[C:10](Br)[CH:11]=2)[N:6]=1)=[O:4].CO[C:27]1[CH:32]=[CH:31][C:30](B(O)O)=[CH:29][CH:28]=1.C1(B(O)O)C=CC=CC=1. (3) The reactants are: [F:1][C:2]1([CH3:19])[CH2:7][C:6]([F:9])([F:8])[C@:5]([C:11]2[CH:16]=[CH:15][CH:14]=[CH:13][C:12]=2[F:17])([CH3:10])[NH:4][C:3]1=[O:18].FC(F)(F)C(O)=O.OS(O)(=O)=O.[N+:32]([O-])([OH:34])=[O:33].[OH-].[Na+]. Given the product [F:1][C:2]1([CH3:19])[CH2:7][C:6]([F:9])([F:8])[C@:5]([C:11]2[CH:16]=[C:15]([N+:32]([O-:34])=[O:33])[CH:14]=[CH:13][C:12]=2[F:17])([CH3:10])[NH:4][C:3]1=[O:18], predict the reactants needed to synthesize it. (4) Given the product [Cl:1][C:2]1[CH:3]=[C:4]([N:8]2[C:12]([C:13]3[CH:18]=[C:17]([C:19]([F:20])([F:21])[F:22])[CH:16]=[C:15]([F:23])[CH:14]=3)=[CH:11][C:10]([C:24]([N:51]3[CH2:55][C:54](=[O:56])[NH:53][CH2:52]3)=[O:25])=[N:9]2)[CH:5]=[CH:6][CH:7]=1, predict the reactants needed to synthesize it. The reactants are: [Cl:1][C:2]1[CH:3]=[C:4]([N:8]2[C:12]([C:13]3[CH:18]=[C:17]([C:19]([F:22])([F:21])[F:20])[CH:16]=[C:15]([F:23])[CH:14]=3)=[CH:11][C:10]([C:24](O)=[O:25])=[N:9]2)[CH:5]=[CH:6][CH:7]=1.ClC1C=C(N2C(C3C=CC=C(OCCO)C=3)=CC(C([N:51]3[CH2:55][C:54](=[O:56])[NH:53][CH2:52]3)=O)=N2)C=CC=1. (5) The reactants are: [CH:1]1([C:4]2[N:8]([CH2:9][C:10]3[C:15]([F:16])=[CH:14][C:13]([O:17][CH2:18][CH3:19])=[CH:12][C:11]=3[F:20])[N:7]=[C:6]([C:21]3[N:26]=[C:25]([NH2:27])[C:24]([NH2:28])=[C:23]([NH2:29])[N:22]=3)[C:5]=2[CH3:30])[CH2:3][CH2:2]1.C(N(CC)CC)C.[F:38][C:39]([F:45])([F:44])[S:40](Cl)(=[O:42])=[O:41]. Given the product [NH2:29][C:23]1[C:24]([NH:28][S:40]([C:39]([F:45])([F:44])[F:38])(=[O:42])=[O:41])=[C:25]([NH2:27])[N:26]=[C:21]([C:6]2[C:5]([CH3:30])=[C:4]([CH:1]3[CH2:3][CH2:2]3)[N:8]([CH2:9][C:10]3[C:15]([F:16])=[CH:14][C:13]([O:17][CH2:18][CH3:19])=[CH:12][C:11]=3[F:20])[N:7]=2)[N:22]=1, predict the reactants needed to synthesize it. (6) The reactants are: [Cl:1][C:2]1[N:11]=[CH:10][C:9]2[NH:8][CH2:7][C@@H:6]3[CH2:12][O:13][CH2:14][CH2:15][N:5]3[C:4]=2[N:3]=1.CC(C)([O-])C.[Na+].Br[CH2:23][CH2:24][C:25]([CH3:28])([OH:27])[CH3:26]. Given the product [Cl:1][C:2]1[N:11]=[CH:10][C:9]2[N:8]([CH2:23][CH2:24][C:25]([CH3:28])([OH:27])[CH3:26])[CH2:7][C@@H:6]3[CH2:12][O:13][CH2:14][CH2:15][N:5]3[C:4]=2[N:3]=1, predict the reactants needed to synthesize it.